This data is from Catalyst prediction with 721,799 reactions and 888 catalyst types from USPTO. The task is: Predict which catalyst facilitates the given reaction. Product: [Br:1][C:2]1[C:3]([NH:23][CH:20]2[CH2:21][CH2:22][N:17]([CH3:16])[CH2:18][CH2:19]2)=[CH:4][C:5]([NH:8][C:9](=[O:14])[C:10]([CH3:13])([CH3:12])[CH3:11])=[N:6][CH:7]=1. The catalyst class is: 37. Reactant: [Br:1][C:2]1[C:3](Cl)=[CH:4][C:5]([NH:8][C:9](=[O:14])[C:10]([CH3:13])([CH3:12])[CH3:11])=[N:6][CH:7]=1.[CH3:16][N:17]1[CH2:22][CH2:21][CH:20]([NH2:23])[CH2:19][CH2:18]1.